From a dataset of Full USPTO retrosynthesis dataset with 1.9M reactions from patents (1976-2016). Predict the reactants needed to synthesize the given product. (1) Given the product [NH2:1][C:2]1[N:3]=[CH:4][C:5]([C:12]2[CH:22]=[CH:21][C:15]([C:16]([N:18]3[CH2:20][CH2:39][CH2:37][NH:36][CH2:40][CH2:19]3)=[O:17])=[CH:14][C:13]=2[C:64]#[N:66])=[N:6][C:7]=1[C:8]1[S:25][C:24]([C:57]2[CH:58]=[CH:59][CH:60]=[CH:61][CH:62]=2)=[N:11][N:10]=1, predict the reactants needed to synthesize it. The reactants are: [NH2:1][C:2]1[N:3]=[CH:4][C:5]([C:12]2[CH:22]=[CH:21][C:15]([C:16]([N:18]([CH3:20])[CH3:19])=[O:17])=[CH:14][CH:13]=2)=[N:6][C:7]=1[C:8]([NH:10][NH2:11])=O.N(C1C=CC=CC=1C#N)=[C:24]=[S:25].CC[N:36]([CH:40](C)C)[CH:37]([CH3:39])C.BrP(Br)([C:57]1[CH:62]=[CH:61][CH:60]=[CH:59][CH:58]=1)([C:57]1[CH:62]=[CH:61][CH:60]=[CH:59][CH:58]=1)[C:57]1[CH:62]=[CH:61][CH:60]=[CH:59][CH:58]=1.[C:64](#[N:66])C. (2) Given the product [F:1][C:2]1[CH:23]=[C:22]([F:24])[CH:21]=[CH:20][C:3]=1[CH2:4][N:5]([CH2:17][CH2:18][CH3:19])[C:6](=[O:16])[CH2:7][CH2:8][C:9]1[CH:14]=[CH:13][C:12]([O:15][CH2:34][C:29]2[CH:30]=[CH:31][CH:32]=[CH:33][C:28]=2[C:27]([O:26][CH3:25])=[O:36])=[CH:11][CH:10]=1, predict the reactants needed to synthesize it. The reactants are: [F:1][C:2]1[CH:23]=[C:22]([F:24])[CH:21]=[CH:20][C:3]=1[CH2:4][N:5]([CH2:17][CH2:18][CH3:19])[C:6](=[O:16])[CH2:7][CH2:8][C:9]1[CH:14]=[CH:13][C:12]([OH:15])=[CH:11][CH:10]=1.[CH3:25][O:26][C:27](=[O:36])[C:28]1[CH:33]=[CH:32][CH:31]=[CH:30][C:29]=1[CH2:34]Br.C([O-])([O-])=O.[K+].[K+]. (3) Given the product [C:1]([O:5][C:6]([N:8]1[CH2:13][CH2:12][CH:11]([C:14]2[CH:19]=[CH:18][C:17]([NH:20][C:21]3[N:26]=[C:25]([CH2:27][CH2:28][C:29]4[CH:30]=[C:31]([CH:36]=[CH:37][N:38]=4)[C:32]([O:34][CH3:35])=[O:33])[C:24]([C:39]([F:40])([F:41])[F:42])=[CH:23][N:22]=3)=[CH:16][CH:15]=2)[CH2:10][CH2:9]1)=[O:7])([CH3:4])([CH3:2])[CH3:3], predict the reactants needed to synthesize it. The reactants are: [C:1]([O:5][C:6]([N:8]1[CH2:13][CH2:12][CH:11]([C:14]2[CH:19]=[CH:18][C:17]([NH:20][C:21]3[N:26]=[C:25](/[CH:27]=[CH:28]/[C:29]4[CH:30]=[C:31]([CH:36]=[CH:37][N:38]=4)[C:32]([O:34][CH3:35])=[O:33])[C:24]([C:39]([F:42])([F:41])[F:40])=[CH:23][N:22]=3)=[CH:16][CH:15]=2)[CH2:10][CH2:9]1)=[O:7])([CH3:4])([CH3:3])[CH3:2]. (4) Given the product [OH:20][C:6]1[C:5]([CH2:22][N:28]2[CH2:29][CH2:30][CH:25]([OH:24])[CH2:26][CH2:27]2)=[C:4]([OH:21])[C:3]([O:2][CH3:1])=[C:8]2[C:7]=1[C:12](=[O:13])[CH:11]=[C:10]([C:14]1[CH:19]=[CH:18][CH:17]=[CH:16][CH:15]=1)[O:9]2, predict the reactants needed to synthesize it. The reactants are: [CH3:1][O:2][C:3]1[C:4]([OH:21])=[CH:5][C:6]([OH:20])=[C:7]2[C:12](=[O:13])[CH:11]=[C:10]([C:14]3[CH:15]=[CH:16][CH:17]=[CH:18][CH:19]=3)[O:9][C:8]=12.[CH2:22]=O.[OH:24][CH:25]1[CH2:30][CH2:29][NH:28][CH2:27][CH2:26]1. (5) Given the product [F:20][C:11]1[CH:12]=[C:13]([C:16]([OH:19])([CH3:17])[CH3:18])[CH:14]=[CH:15][C:10]=1[C:4]1[S:3][C:2]([NH:1][C:22]2[CH:27]=[CH:26][C:25]([C:28]3[O:29][C:30]([CH3:33])=[N:31][N:32]=3)=[CH:24][N:23]=2)=[C:6]([C:7]([NH2:9])=[O:8])[CH:5]=1, predict the reactants needed to synthesize it. The reactants are: [NH2:1][C:2]1[S:3][C:4]([C:10]2[CH:15]=[CH:14][C:13]([C:16]([OH:19])([CH3:18])[CH3:17])=[CH:12][C:11]=2[F:20])=[CH:5][C:6]=1[C:7]([NH2:9])=[O:8].Cl[C:22]1[CH:27]=[CH:26][C:25]([C:28]2[O:29][C:30]([CH3:33])=[N:31][N:32]=2)=[CH:24][N:23]=1. (6) Given the product [CH:2]([C:3]1[S:7][C:6]([C:8]([OH:10])=[O:9])=[C:5]([CH3:11])[C:4]=1[CH3:12])=[O:1], predict the reactants needed to synthesize it. The reactants are: [OH:1][CH2:2][C:3]1[S:7][C:6]([C:8]([OH:10])=[O:9])=[C:5]([CH3:11])[C:4]=1[CH3:12]. (7) Given the product [N:24]1([C:29]2[CH:30]=[CH:31][C:32]([C:33]([NH:38][C:39]3[CH:40]=[CH:41][C:42]([O:45][C:46](=[O:55])[N:47]([CH3:54])[C:48]4[CH:53]=[CH:52][CH:51]=[CH:50][CH:49]=4)=[N:43][CH:44]=3)=[O:35])=[CH:36][CH:37]=2)[CH:28]=[CH:27][N:26]=[CH:25]1, predict the reactants needed to synthesize it. The reactants are: O.ON1C2C=CC=CC=2N=N1.Cl.CN(C)CCCN=C=NCC.[N:24]1([C:29]2[CH:37]=[CH:36][C:32]([C:33]([OH:35])=O)=[CH:31][CH:30]=2)[CH:28]=[CH:27][N:26]=[CH:25]1.[NH2:38][C:39]1[CH:40]=[CH:41][C:42]([O:45][C:46](=[O:55])[N:47]([CH3:54])[C:48]2[CH:53]=[CH:52][CH:51]=[CH:50][CH:49]=2)=[N:43][CH:44]=1.C(N(C(C)C)C(C)C)C.